Dataset: Full USPTO retrosynthesis dataset with 1.9M reactions from patents (1976-2016). Task: Predict the reactants needed to synthesize the given product. (1) Given the product [NH2:7][CH2:6][C:5]1[C:4]([F:29])=[CH:3][C:2]([Cl:1])=[C:15]([C:16]2[NH:20][C:19](=[O:21])[N:18]([C:22]3[CH:23]=[CH:24][C:25]([Cl:28])=[CH:26][CH:27]=3)[N:17]=2)[CH:14]=1, predict the reactants needed to synthesize it. The reactants are: [Cl:1][C:2]1[C:15]([C:16]2[NH:20][C:19](=[O:21])[N:18]([C:22]3[CH:27]=[CH:26][C:25]([Cl:28])=[CH:24][CH:23]=3)[N:17]=2)=[CH:14][C:5]([CH2:6][NH:7]C(=O)C(F)(F)F)=[C:4]([F:29])[CH:3]=1.[OH-].[K+].O. (2) Given the product [CH:10]([C:4]1[C:3]2[O:13][C:15]([CH3:20])=[N:1][C:2]=2[C:7]([CH3:8])=[CH:6][C:5]=1[OH:9])([CH3:11])[CH3:12], predict the reactants needed to synthesize it. The reactants are: [NH2:1][C:2]1[C:7]([CH3:8])=[CH:6][C:5]([OH:9])=[C:4]([CH:10]([CH3:12])[CH3:11])[C:3]=1[OH:13].O[C:15]1C=C(C(C)C)C=C(O)[C:20]=1C.C1(C)CC(=O)C(C(C)C)C(=O)C1.C(OC(OCC)OCC)C.OS(O)(=O)=O.